From a dataset of Reaction yield outcomes from USPTO patents with 853,638 reactions. Predict the reaction yield, written as a fraction of the theoretical maximum amount of product (1.0 means a 100% yield; for example, 0.34 means a 34% yield). (1) The reactants are [NH2:1][C:2]1[S:3][C:4]2[C:9]([NH:10][C@H:11]([CH2:14][CH:15]([CH3:17])[CH3:16])[CH2:12][OH:13])=[N:8][C:7]([SH:18])=[N:6][C:5]=2[N:19]=1.Cl[CH:21]([C:23]1[CH:24]=[C:25]([CH:29]=[CH:30][CH:31]=1)[C:26]([NH2:28])=[O:27])[CH3:22]. No catalyst specified. The product is [NH2:1][C:2]1[S:3][C:4]2[C:9]([NH:10][C@@H:11]([CH2:12][OH:13])[CH2:14][CH:15]([CH3:16])[CH3:17])=[N:8][C:7]([S:18][C@@H:21]([C:23]3[CH:24]=[C:25]([CH:29]=[CH:30][CH:31]=3)[C:26]([NH2:28])=[O:27])[CH3:22])=[N:6][C:5]=2[N:19]=1. The yield is 0.130. (2) The reactants are FC(F)(F)C(O)=O.C([O:12][C:13](=[O:22])[CH2:14][C:15](=[O:21])[CH2:16][C:17](=O)[CH2:18][CH3:19])(C)(C)C. The catalyst is FC(F)(F)C(OC(=O)C(F)(F)F)=O. The product is [CH2:18]([C:17]1[O:16][C:15](=[O:21])[CH:14]=[C:13]([OH:12])[CH:22]=1)[CH3:19]. The yield is 0.450. (3) The reactants are [CH3:1][O:2][C:3]1[CH:4]=[C:5]2[C:10](=[CH:11][CH:12]=1)[C:9]([O:13][C:14]1[CH:19]=[CH:18][C:17]([O:20][CH2:21][CH2:22][N:23]3[CH2:28][CH2:27][CH2:26][CH2:25][CH2:24]3)=[CH:16][CH:15]=1)=[C:8](OS(C(F)(F)F)(=O)=O)[CH:7]=[CH:6]2.[F:37][C:38]1[C:43]([F:44])=[CH:42][CH:41]=[CH:40][C:39]=1B(O)O.[F-].[Cs+].C1(P(C2CCCCC2)C2CCCCC2)CCCCC1. The catalyst is C([O-])(=O)C.[Pd+2].C([O-])(=O)C. The product is [F:37][C:38]1[C:43]([F:44])=[CH:42][CH:41]=[CH:40][C:39]=1[C:8]1[CH:7]=[CH:6][C:5]2[C:10](=[CH:11][CH:12]=[C:3]([O:2][CH3:1])[CH:4]=2)[C:9]=1[O:13][C:14]1[CH:15]=[CH:16][C:17]([O:20][CH2:21][CH2:22][N:23]2[CH2:24][CH2:25][CH2:26][CH2:27][CH2:28]2)=[CH:18][CH:19]=1. The yield is 0.840. (4) The reactants are [NH:1]1[C:6]2[CH:7]=[CH:8][CH:9]=[CH:10][C:5]=2[C:4](=O)[O:3]C1=O.[Br:13][C:14]1[C:15]([CH3:21])=[C:16]([CH:18]=[CH:19][CH:20]=1)[NH2:17]. The yield is 0.0600. The catalyst is CN(C=O)C.O. The product is [NH2:1][C:6]1[CH:7]=[CH:8][CH:9]=[CH:10][C:5]=1[C:4]([NH:17][C:16]1[CH:18]=[CH:19][CH:20]=[C:14]([Br:13])[C:15]=1[CH3:21])=[O:3]. (5) The reactants are [NH2:1][C:2]1[C:11]2[CH:10]=[CH:9][CH:8]=[C:7](Br)[C:6]=2[N:5]=[C:4]2[CH2:13][N:14]([CH2:17][CH3:18])[C:15](=[O:16])[C:3]=12.[CH3:19][O:20][C:21]1[C:26](B(O)O)=[CH:25][CH:24]=[CH:23][N:22]=1. No catalyst specified. The product is [NH2:1][C:2]1[C:11]2[CH:10]=[CH:9][CH:8]=[C:7]([C:26]3[C:21]([O:20][CH3:19])=[N:22][CH:23]=[CH:24][CH:25]=3)[C:6]=2[N:5]=[C:4]2[CH2:13][N:14]([CH2:17][CH3:18])[C:15](=[O:16])[C:3]=12. The yield is 0.760. (6) The reactants are [Cl:1][C:2]1[N:7]=[C:6](Cl)[CH:5]=[CH:4][N:3]=1.[F:9][C:10]1[CH:18]=[C:17]2[C:13]([CH:14]=[N:15][NH:16]2)=[CH:12][C:11]=1[NH2:19].C([O-])([O-])=O.[Na+].[Na+]. The catalyst is C(O)C.O. The product is [Cl:1][C:2]1[N:7]=[C:6]([NH:19][C:11]2[CH:12]=[C:13]3[C:17](=[CH:18][C:10]=2[F:9])[NH:16][N:15]=[CH:14]3)[CH:5]=[CH:4][N:3]=1. The yield is 0.580. (7) The product is [NH2:25][C:21]1[CH:20]=[C:19]([CH:24]=[CH:23][CH:22]=1)[O:18][C:17]1[C:12]2[CH:11]=[CH:10][NH:9][C:13]=2[N:14]=[C:15]([NH:28][C:29]2[CH:34]=[CH:33][C:32]([NH:35][CH:36]3[CH2:39][N:38]([CH2:40][CH2:41][F:42])[CH2:37]3)=[CH:31][C:30]=2[O:43][CH3:44])[N:16]=1. The catalyst is [Pd].CO. The yield is 0.310. The reactants are C(OC[N:9]1[C:13]2[N:14]=[C:15]([NH:28][C:29]3[CH:34]=[CH:33][C:32]([NH:35][CH:36]4[CH2:39][N:38]([CH2:40][CH2:41][F:42])[CH2:37]4)=[CH:31][C:30]=3[O:43][CH3:44])[N:16]=[C:17]([O:18][C:19]3[CH:24]=[CH:23][CH:22]=[C:21]([N+:25]([O-])=O)[CH:20]=3)[C:12]=2[CH:11]=[CH:10]1)(=O)C(C)(C)C.NN.O.